This data is from Catalyst prediction with 721,799 reactions and 888 catalyst types from USPTO. The task is: Predict which catalyst facilitates the given reaction. (1) The catalyst class is: 401. Product: [F:1][C:2]1[CH:7]=[CH:6][C:5]([CH:8]2[CH2:17][C:16]3[C:11](=[CH:12][CH:13]=[C:14]([CH3:18])[CH:15]=3)[N:10]([N:19]=[C:25]([CH3:27])[CH3:24])[CH2:9]2)=[CH:4][CH:3]=1. Reactant: [F:1][C:2]1[CH:7]=[CH:6][C:5]([CH:8]2[CH2:17][C:16]3[C:11](=[CH:12][CH:13]=[C:14]([CH3:18])[CH:15]=3)[N:10]([N:19]=O)[CH2:9]2)=[CH:4][CH:3]=1.[Cl-].[NH4+].O.[CH3:24][C:25]([CH3:27])=O. (2) Reactant: [CH:1]1([CH2:6][N:7]2[CH:11]=[CH:10][CH:9]=[N:8]2)[CH2:5][CH2:4][CH2:3][CH2:2]1.[CH2:12]([Li])CCC.IC.O. Product: [CH:1]1([CH2:6][N:7]2[C:11]([CH3:12])=[CH:10][CH:9]=[N:8]2)[CH2:2][CH2:3][CH2:4][CH2:5]1. The catalyst class is: 7. (3) Reactant: [F:1][C:2]([F:11])([F:10])[C:3]([NH:5][CH2:6][CH2:7][CH2:8][OH:9])=[O:4].C(N(CC)CC)C.[CH3:19][S:20](O[S:20]([CH3:19])(=[O:22])=[O:21])(=[O:22])=[O:21]. Product: [F:1][C:2]([F:10])([F:11])[C:3]([NH:5][CH2:6][CH2:7][CH2:8][O:9][S:20]([CH3:19])(=[O:22])=[O:21])=[O:4]. The catalyst class is: 2. (4) Reactant: [F-].[Cs+].[CH:3]([C:5]1[S:9][C:8]([CH2:10][CH2:11][CH2:12][C:13]([O:15][CH3:16])=[O:14])=[CH:7][CH:6]=1)=[O:4].[F:17][C:18]([Si](C)(C)C)([F:20])[F:19]. Product: [F:17][C:18]([F:20])([F:19])[CH:3]([C:5]1[S:9][C:8]([CH2:10][CH2:11][CH2:12][C:13]([O:15][CH3:16])=[O:14])=[CH:7][CH:6]=1)[OH:4]. The catalyst class is: 57.